This data is from Peptide-MHC class II binding affinity with 134,281 pairs from IEDB. The task is: Regression. Given a peptide amino acid sequence and an MHC pseudo amino acid sequence, predict their binding affinity value. This is MHC class II binding data. (1) The peptide sequence is WLDAKSTWYGKPTGAGPKDN. The MHC is DRB1_0301 with pseudo-sequence DRB1_0301. The binding affinity (normalized) is 0.112. (2) The peptide sequence is YDKFLANVSTVLFGK. The MHC is DRB1_0101 with pseudo-sequence DRB1_0101. The binding affinity (normalized) is 0.831. (3) The peptide sequence is LGHDGTVWAQSADFP. The MHC is DRB1_1501 with pseudo-sequence DRB1_1501. The binding affinity (normalized) is 0.0222. (4) The peptide sequence is GELQIVDKIDALFKI. The MHC is DRB1_1101 with pseudo-sequence DRB1_1101. The binding affinity (normalized) is 0.649. (5) The peptide sequence is SRKECPFSNRVWNSF. The MHC is DRB3_0101 with pseudo-sequence DRB3_0101. The binding affinity (normalized) is 0.202.